From a dataset of Forward reaction prediction with 1.9M reactions from USPTO patents (1976-2016). Predict the product of the given reaction. (1) Given the reactants FC(F)(F)[C:3]([OH:5])=[O:4].[NH:8]1[CH2:13][CH2:12][CH2:11][CH:10]([C:14]2[CH:22]=[CH:21][C:17](C(O)=O)=[CH:16][CH:15]=2)[CH2:9]1.[C:23]([BH3-])#N.[Na+].C=O.C(O)(=O)C, predict the reaction product. The product is: [CH3:23][N:8]1[CH2:13][CH2:12][CH2:11][CH:10]([C:14]2([CH:15]=[CH:16][CH:17]=[CH:21][CH2:22]2)[C:3]([OH:5])=[O:4])[CH2:9]1. (2) Given the reactants [O:1]=[C:2]1[CH2:7][NH:6][CH2:5][CH2:4][N:3]1[C:8]1[S:9][C:10]2[CH:16]=[CH:15][C:14]([C:17]#[N:18])=[CH:13][C:11]=2[N:12]=1.[CH3:19][C:20]1[C:28]2[CH2:27][O:26][C:25](=[O:29])[C:24]=2[CH:23]=[CH:22][C:21]=1[C@@H:30]1[CH2:32][O:31]1, predict the reaction product. The product is: [OH:31][C@H:30]([C:21]1[CH:22]=[CH:23][C:24]2[C:25](=[O:29])[O:26][CH2:27][C:28]=2[C:20]=1[CH3:19])[CH2:32][N:6]1[CH2:5][CH2:4][N:3]([C:8]2[S:9][C:10]3[CH:16]=[CH:15][C:14]([C:17]#[N:18])=[CH:13][C:11]=3[N:12]=2)[C:2](=[O:1])[CH2:7]1. (3) Given the reactants [N+:1]([C:4]1[CH:9]=[CH:8][CH:7]=[CH:6][C:5]=1[OH:10])([O-])=O.O(CC)[C:12]([S-])=[S:13].[K+], predict the reaction product. The product is: [SH:13][C:12]1[O:10][C:5]2[CH:6]=[CH:7][CH:8]=[CH:9][C:4]=2[N:1]=1. (4) Given the reactants [CH3:1][C:2]1([CH3:25])[CH2:11][CH2:10][C:9]([CH3:13])([CH3:12])[C:8]2[CH:7]=[C:6]([C:14]3[CH:18]=[C:17]([N:19]4[CH2:24][CH2:23][NH:22][CH2:21][CH2:20]4)[O:16][N:15]=3)[CH:5]=[CH:4][C:3]1=2.[OH:26][CH2:27][CH2:28][CH2:29][CH2:30][CH:31]=O, predict the reaction product. The product is: [CH3:1][C:2]1([CH3:25])[CH2:11][CH2:10][C:9]([CH3:12])([CH3:13])[C:8]2[CH:7]=[C:6]([C:14]3[CH:18]=[C:17]([N:19]4[CH2:20][CH2:21][N:22]([CH2:31][CH2:30][CH2:29][CH2:28][CH2:27][OH:26])[CH2:23][CH2:24]4)[O:16][N:15]=3)[CH:5]=[CH:4][C:3]1=2. (5) Given the reactants [O:1]=O.C[C:4]1[C:5](C)=[C:6](C=O)[C:7]2[C:12]([CH:13]=1)=[CH:11][CH:10]=[CH:9][CH:8]=2, predict the reaction product. The product is: [C:6]1([OH:1])[C:7]2[C:12](=[CH:11][CH:10]=[CH:9][CH:8]=2)[CH:13]=[CH:4][CH:5]=1. (6) Given the reactants [Cl:1][C:2]1[C:3]([C:10]2[CH:15]=[C:14]([Cl:16])[CH:13]=[CH:12][C:11]=2[O:17][CH:18]([F:20])[F:19])=[CH:4][C:5]([O:8]C)=[N:6][CH:7]=1.Br.[NH+]1C=CC=CC=1, predict the reaction product. The product is: [Cl:1][C:2]1[C:3]([C:10]2[CH:15]=[C:14]([Cl:16])[CH:13]=[CH:12][C:11]=2[O:17][CH:18]([F:20])[F:19])=[CH:4][C:5](=[O:8])[NH:6][CH:7]=1. (7) Given the reactants [C:1]([O:5][C:6]([NH:8][C:9]([CH3:17])([CH3:16])[CH2:10]/[CH:11]=[CH:12]/[C:13]([OH:15])=O)=[O:7])([CH3:4])([CH3:3])[CH3:2].OC1C2N=NNC=2N=CC=1.Cl.CN(C)CCCN=C=NCC.[CH3:40][N:41]([C@H:58]([CH2:65][C:66]1[CH:71]=[CH:70][CH:69]=[CH:68][CH:67]=1)[CH2:59][NH:60][S:61]([CH3:64])(=[O:63])=[O:62])[C:42](=[O:57])[C@H:43]([NH:55][CH3:56])[CH2:44][C:45]1[CH:54]=[CH:53][C:52]2[C:47](=[CH:48][CH:49]=[CH:50][CH:51]=2)[CH:46]=1.C(N(C(C)C)C(C)C)C, predict the reaction product. The product is: [C:1]([O:5][C:6](=[O:7])[NH:8][C:9]([CH3:17])([CH3:16])[CH2:10]/[CH:11]=[CH:12]/[C:13](=[O:15])[N:55]([C@@H:43]([C:42](=[O:57])[N:41]([C@H:58]([CH2:65][C:66]1[CH:71]=[CH:70][CH:69]=[CH:68][CH:67]=1)[CH2:59][NH:60][S:61]([CH3:64])(=[O:63])=[O:62])[CH3:40])[CH2:44][C:45]1[CH:54]=[CH:53][C:52]2[C:47](=[CH:48][CH:49]=[CH:50][CH:51]=2)[CH:46]=1)[CH3:56])([CH3:2])([CH3:3])[CH3:4]. (8) Given the reactants Cl[C:2]1[C:7]([CH:8]=O)=[CH:6][CH:5]=[CH:4][N:3]=1.O.[NH2:11][NH2:12], predict the reaction product. The product is: [NH:11]1[C:2]2=[N:3][CH:4]=[CH:5][CH:6]=[C:7]2[CH:8]=[N:12]1.